From a dataset of Full USPTO retrosynthesis dataset with 1.9M reactions from patents (1976-2016). Predict the reactants needed to synthesize the given product. (1) Given the product [Cl:17][C:18]1[CH:23]=[C:22]([O:24][C:2]2[CH:7]=[CH:6][N:5]=[C:4]3[CH:8]=[C:9]([C:11]4[N:12]([CH3:16])[CH:13]=[CH:14][N:15]=4)[S:10][C:3]=23)[CH:21]=[CH:20][C:19]=1[CH2:25][C:26]([NH:28][CH3:29])=[O:27], predict the reactants needed to synthesize it. The reactants are: Cl[C:2]1[CH:7]=[CH:6][N:5]=[C:4]2[CH:8]=[C:9]([C:11]3[N:12]([CH3:16])[CH:13]=[CH:14][N:15]=3)[S:10][C:3]=12.[Cl:17][C:18]1[CH:23]=[C:22]([OH:24])[CH:21]=[CH:20][C:19]=1[CH2:25][C:26]([NH:28][CH3:29])=[O:27]. (2) Given the product [Br:11][CH2:10][C:8]1[CH:7]=[CH:6][C:3]([C:4]#[N:5])=[C:2]([F:1])[CH:9]=1, predict the reactants needed to synthesize it. The reactants are: [F:1][C:2]1[CH:9]=[C:8]([CH3:10])[CH:7]=[CH:6][C:3]=1[C:4]#[N:5].[Br:11]N1C(=O)CCC1=O.